From a dataset of Full USPTO retrosynthesis dataset with 1.9M reactions from patents (1976-2016). Predict the reactants needed to synthesize the given product. (1) Given the product [CH3:12][N:13]([CH3:30])[C:14]([C:16]1[NH:17][C:18]2[C:23]([CH:24]=1)=[CH:22][C:21]([NH:25][C:26]1[N:28]=[C:7]([C:8]3[N:27]=[CH:26][N:25]([CH3:21])[C:10]=3[CH3:11])[CH:6]=[CH:5][N:27]=1)=[CH:20][C:19]=2[CH3:29])=[O:15], predict the reactants needed to synthesize it. The reactants are: S([C:5]1[CH:11]=[CH:10][C:8](C)=[CH:7][CH:6]=1)(O)(=O)=O.[CH3:12][N:13]([CH3:30])[C:14]([C:16]1[NH:17][C:18]2[C:23]([CH:24]=1)=[CH:22][C:21]([NH:25][C:26]([NH2:28])=[NH:27])=[CH:20][C:19]=2[CH3:29])=[O:15].C[O-].[Na+]. (2) Given the product [C:1]([O:5][C:6]([N:8]1[CH2:9][CH2:10][N:11]([C:14]2[CH:19]=[CH:18][C:17]([NH:20][C:35]([C:33]3[O:34][C:30]([C:28]#[N:29])=[CH:31][CH:32]=3)=[O:36])=[CH:16][C:15]=2[N:40]2[C:41]([CH3:42])=[CH:43][CH:46]=[C:44]2[CH3:45])[CH2:12][CH2:13]1)=[O:7])([CH3:2])([CH3:3])[CH3:4], predict the reactants needed to synthesize it. The reactants are: [C:1]([O:5][C:6]([N:8]1[CH2:13][CH2:12][N:11]([C:14]2[CH:19]=[CH:18][C:17]([NH2:20])=[C:16](N3C(C)=CC=C3C)[CH:15]=2)[CH2:10][CH2:9]1)=[O:7])([CH3:4])([CH3:3])[CH3:2].[C:28]([C:30]1[O:34][C:33]([C:35](Cl)=[O:36])=[CH:32][CH:31]=1)#[N:29].CC[N:40]([CH:44]([CH3:46])[CH3:45])[CH:41]([CH3:43])[CH3:42]. (3) Given the product [CH2:1]1[C:9]2[C:4](=[CH:5][CH:6]=[CH:7][CH:8]=2)[CH2:3][CH:2]1[NH:10][CH2:18][C:17]1[C:16]([F:20])=[CH:15][C:14]([B:21]([OH:23])[OH:22])=[CH:13][C:12]=1[F:11], predict the reactants needed to synthesize it. The reactants are: [CH2:1]1[C:9]2[C:4](=[CH:5][CH:6]=[CH:7][CH:8]=2)[CH2:3][CH:2]1[NH2:10].[F:11][C:12]1[CH:13]=[C:14]([B:21]([OH:23])[OH:22])[CH:15]=[C:16]([F:20])[C:17]=1[CH:18]=O.C(O)(=O)C.[BH-](OC(C)=O)(OC(C)=O)OC(C)=O.[Na+]. (4) Given the product [CH2:19]([O:22][C@@H:23]1[C@@H:31]([C@@H:32]([OH:33])[C:51]([F:54])([F:53])[F:52])[O:30][C@H:29]2[C@H:25]([N:26]=[C:27]([N:34]([CH3:42])[C:35](=[O:41])[O:36][C:37]([CH3:38])([CH3:39])[CH3:40])[S:28]2)[C@H:24]1[O:43][CH2:44][CH:45]=[CH2:46])[CH:20]=[CH2:21], predict the reactants needed to synthesize it. The reactants are: CCCC[N+](CCCC)(CCCC)CCCC.[F-].[CH2:19]([O:22][C@@H:23]1[C@@H:31]([CH:32]=[O:33])[O:30][C@H:29]2[C@H:25]([N:26]=[C:27]([N:34]([CH3:42])[C:35](=[O:41])[O:36][C:37]([CH3:40])([CH3:39])[CH3:38])[S:28]2)[C@H:24]1[O:43][CH2:44][CH:45]=[CH2:46])[CH:20]=[CH2:21].[Si]([C:51]([F:54])([F:53])[F:52])(C)(C)C. (5) Given the product [Br:8][C:15]1[C:14]([CH3:18])=[C:11]([C:10]([F:9])=[CH:17][CH:16]=1)[C:12]#[N:13], predict the reactants needed to synthesize it. The reactants are: C1C(=O)N([Br:8])C(=O)C1.[F:9][C:10]1[CH:17]=[CH:16][CH:15]=[C:14]([CH3:18])[C:11]=1[C:12]#[N:13].C(O)(C(F)(F)F)=O. (6) Given the product [CH2:4]([O:6][C:7]([C@@H:9]1[C@H:11]([C:12]2[CH:17]=[CH:16][CH:15]=[CH:14][CH:13]=2)[C@H:10]1[C:18]1[CH:23]=[CH:22][CH:21]=[C:20]([C:26]2[N:31]=[CH:30][C:29]([F:32])=[CH:28][N:27]=2)[CH:19]=1)=[O:8])[CH3:5], predict the reactants needed to synthesize it. The reactants are: B([O-])[O-].[CH2:4]([O:6][C:7]([C@@H:9]1[C@H:11]([C:12]2[CH:17]=[CH:16][CH:15]=[CH:14][CH:13]=2)[C@H:10]1[C:18]1[CH:23]=[CH:22][CH:21]=[C:20](Br)[CH:19]=1)=[O:8])[CH3:5].Cl[C:26]1[N:31]=[CH:30][C:29]([F:32])=[CH:28][N:27]=1. (7) Given the product [ClH:16].[NH:28]1[CH2:25][CH2:24][CH2:23][CH:22]([O:21][C:19]([N:33]2[CH:34]3[CH2:35][CH2:37][CH:36]2[CH2:3][CH:2]([OH:1])[CH2:7]3)=[O:20])[CH2:27]1, predict the reactants needed to synthesize it. The reactants are: [OH:1][C@H:2]1[CH2:7]CCN(C([O:1][C:2](C)([CH3:7])[CH3:3])=O)[CH2:3]1.C(Cl)[Cl:16].Cl[C:19]([O:21][C:22]1[CH:27]=C[C:25]([N+:28]([O-])=O)=[CH:24][CH:23]=1)=[O:20].C([N:33]([CH2:36][CH3:37])[CH2:34][CH3:35])C.C(=O)([O-])OC1C=CC([N+]([O-])=O)=CC=1. (8) Given the product [CH3:1][N:2]1[CH2:6][CH2:5][CH2:4][CH:3]1[C:7]([NH:9][C@H:10]([C:29]([OH:31])=[O:30])[CH2:11][C:12]1[CH:17]=[CH:16][C:15]([O:18][CH2:19][CH2:20][C:21]2[CH:26]=[CH:25][CH:24]=[C:23]([NH:27][CH3:28])[N:22]=2)=[CH:14][CH:13]=1)=[O:8], predict the reactants needed to synthesize it. The reactants are: [CH3:1][N:2]1[CH2:6][CH2:5][CH2:4][CH:3]1[C:7]([NH:9][C@H:10]([C:29]([O:31]C)=[O:30])[CH2:11][C:12]1[CH:17]=[CH:16][C:15]([O:18][CH2:19][CH2:20][C:21]2[CH:26]=[CH:25][CH:24]=[C:23]([NH:27][CH3:28])[N:22]=2)=[CH:14][CH:13]=1)=[O:8].[OH-].[Na+]. (9) Given the product [CH3:24][N:2]([CH3:1])[C:3]1[C:12]2[C:7](=[CH:8][CH:9]=[CH:10][CH:11]=2)[C:6]([C:13]([NH:18][C:17]2[C:16]([C:15]([NH:30][CH2:29][CH2:28][CH2:27][N:26]([CH3:31])[CH3:25])=[O:23])=[N:22][CH:21]=[CH:20][CH:19]=2)=[O:14])=[CH:5][CH:4]=1, predict the reactants needed to synthesize it. The reactants are: [CH3:1][N:2]([CH3:24])[C:3]1[C:12]2[C:7](=[CH:8][CH:9]=[CH:10][CH:11]=2)[C:6]([C:13]2[O:14][C:15](=[O:23])[C:16]3[N:22]=[CH:21][CH:20]=[CH:19][C:17]=3[N:18]=2)=[CH:5][CH:4]=1.[CH3:25][N:26]([CH3:31])[CH2:27][CH2:28][CH2:29][NH2:30]. (10) Given the product [F:1][C:2]1[CH:3]=[CH:4][C:5]2[C:11](=[O:12])[N:10]3[CH2:13][C@H:14]([C:17]4[O:19][CH:20]=[C:21]([C:23]5[CH:28]=[CH:27][C:26]([F:29])=[CH:25][N:24]=5)[N:34]=4)[CH2:15][CH2:16][C@H:9]3[CH2:8][CH2:7][C:6]=2[CH:30]=1, predict the reactants needed to synthesize it. The reactants are: [F:1][C:2]1[CH:3]=[CH:4][C:5]2[C:11](=[O:12])[N:10]3[CH2:13][C@H:14]([C:17]([O:19][CH2:20][C:21]([C:23]4[CH:28]=[CH:27][C:26]([F:29])=[CH:25][N:24]=4)=O)=O)[CH2:15][CH2:16][C@H:9]3[CH2:8][CH2:7][C:6]=2[CH:30]=1.C([NH2:34])(=O)C.B(F)(F)F.CCOCC.